Dataset: Forward reaction prediction with 1.9M reactions from USPTO patents (1976-2016). Task: Predict the product of the given reaction. (1) Given the reactants [Cl:1][C:2]1[CH:3]=[C:4]([CH2:15][CH2:16][C:17]([C:19]2[S:20][C:21]([CH3:30])=[C:22]3[CH2:27][C:26]([CH3:29])([CH3:28])[CH2:25][CH2:24][C:23]=23)=[O:18])[CH:5]=[C:6]([O:13][CH3:14])[C:7]=1[O:8][CH2:9][CH2:10][CH2:11][OH:12].CCN(C(C)C)C(C)C.[CH3:40][S:41](Cl)(=[O:43])=[O:42], predict the reaction product. The product is: [Cl:1][C:2]1[CH:3]=[C:4]([CH2:15][CH2:16][C:17](=[O:18])[C:19]2[S:20][C:21]([CH3:30])=[C:22]3[CH2:27][C:26]([CH3:28])([CH3:29])[CH2:25][CH2:24][C:23]=23)[CH:5]=[C:6]([O:13][CH3:14])[C:7]=1[O:8][CH2:9][CH2:10][CH2:11][O:12][S:41]([CH3:40])(=[O:43])=[O:42]. (2) Given the reactants [N:1]1[C:8]([Cl:9])=[N:7][C:5](Cl)=[N:4][C:2]=1[Cl:3].C(N(C(C)C)CC)(C)C.[CH:19]1([C:22]2[CH:26]=[C:25]([NH2:27])[NH:24][N:23]=2)[CH2:21][CH2:20]1, predict the reaction product. The product is: [Cl:9][C:8]1[N:1]=[C:2]([Cl:3])[N:4]=[C:5]([NH:27][C:25]2[NH:24][N:23]=[C:22]([CH:19]3[CH2:21][CH2:20]3)[CH:26]=2)[N:7]=1. (3) Given the reactants [Cl:1][C:2]1[CH:7]=[CH:6][C:5]([CH:8]([C:13]([C:15]2[CH:20]=[CH:19][CH:18]=[CH:17][C:16]=2F)=O)[CH2:9][CH2:10][C:11]#[N:12])=[C:4]([F:22])[CH:3]=1.Cl.Cl.[CH2:25]([NH:32][NH2:33])[C:26]1[CH:31]=[CH:30][CH:29]=[CH:28][CH:27]=1, predict the reaction product. The product is: [CH2:25]([N:32]1[C:16]2[C:15](=[CH:20][CH:19]=[CH:18][CH:17]=2)[C:13]([CH:8]([C:5]2[CH:6]=[CH:7][C:2]([Cl:1])=[CH:3][C:4]=2[F:22])[CH2:9][CH2:10][C:11]#[N:12])=[N:33]1)[C:26]1[CH:31]=[CH:30][CH:29]=[CH:28][CH:27]=1. (4) Given the reactants [Cl:1][C:2]1[CH:10]=[CH:9][C:8]([S:11](=[O:15])(=[O:14])[NH:12][CH3:13])=[CH:7][C:3]=1[C:4]([OH:6])=[O:5].Cl[C:17]1[CH:25]=CC(S(O)=O)=C[C:18]=1C(O)=O.N1CCCC1, predict the reaction product. The product is: [Cl:1][C:2]1[CH:10]=[CH:9][C:8]([S:11]([N:12]2[CH2:25][CH2:17][CH2:18][CH2:13]2)(=[O:15])=[O:14])=[CH:7][C:3]=1[C:4]([OH:6])=[O:5]. (5) Given the reactants [CH:1]([NH:4][CH2:5][C:6]1[CH:11]=[CH:10][CH:9]=[CH:8][CH:7]=1)([CH3:3])[CH3:2].CCN(CC)CC.[Br:19][CH2:20][C:21](Br)=[O:22], predict the reaction product. The product is: [CH2:5]([N:4]([CH:1]([CH3:3])[CH3:2])[C:21](=[O:22])[CH2:20][Br:19])[C:6]1[CH:11]=[CH:10][CH:9]=[CH:8][CH:7]=1. (6) Given the reactants [F:1][C:2]1[CH:17]=[C:16]([CH:18]=O)[CH:15]=[CH:14][C:3]=1[O:4][C:5]1[CH:6]=[CH:7][C:8]([C:11]([NH2:13])=[O:12])=[N:9][CH:10]=1.[F:20][C:21]1[CH:29]=[CH:28][C:24]([CH2:25][CH2:26][NH2:27])=[CH:23][CH:22]=1, predict the reaction product. The product is: [F:1][C:2]1[CH:17]=[C:16]([CH2:18][NH:27][CH2:26][CH2:25][C:24]2[CH:28]=[CH:29][C:21]([F:20])=[CH:22][CH:23]=2)[CH:15]=[CH:14][C:3]=1[O:4][C:5]1[CH:6]=[CH:7][C:8]([C:11]([NH2:13])=[O:12])=[N:9][CH:10]=1. (7) Given the reactants [C@@H:1]1([N:9]2[CH:17]=[C:15]([CH3:16])[C:13](=[O:14])[NH:12][C:10]2=[O:11])[O:8][C@H:5]([CH2:6][OH:7])[C@@H:3]([OH:4])[CH2:2]1.[CH3:18][C:19]([Si:22](Cl)([CH3:24])[CH3:23])([CH3:21])[CH3:20], predict the reaction product. The product is: [Si:22]([C@@:3]1([OH:4])[C@@H:5]([CH2:6][O:7][Si:22]([C:19]([CH3:21])([CH3:20])[CH3:18])([CH3:24])[CH3:23])[O:8][C@@H:1]([N:9]2[CH:17]=[C:15]([CH3:16])[C:13](=[O:14])[NH:12][C:10]2=[O:11])[CH2:2]1)([C:19]([CH3:21])([CH3:20])[CH3:18])([CH3:24])[CH3:23].